Dataset: Peptide-MHC class I binding affinity with 185,985 pairs from IEDB/IMGT. Task: Regression. Given a peptide amino acid sequence and an MHC pseudo amino acid sequence, predict their binding affinity value. This is MHC class I binding data. (1) The peptide sequence is FVDGVPFVV. The MHC is HLA-B27:05 with pseudo-sequence HLA-B27:05. The binding affinity (normalized) is 0.0847. (2) The peptide sequence is LEYDFNKLL. The MHC is H-2-Db with pseudo-sequence H-2-Db. The binding affinity (normalized) is 0. (3) The peptide sequence is NSSKVSQNY. The MHC is HLA-A11:01 with pseudo-sequence HLA-A11:01. The binding affinity (normalized) is 0. (4) The peptide sequence is SLIKFISDNK. The MHC is HLA-A11:01 with pseudo-sequence HLA-A11:01. The binding affinity (normalized) is 0.708. (5) The peptide sequence is NGPVTSTV. The MHC is Mamu-B01 with pseudo-sequence Mamu-B01. The binding affinity (normalized) is 0.